This data is from Forward reaction prediction with 1.9M reactions from USPTO patents (1976-2016). The task is: Predict the product of the given reaction. (1) Given the reactants [F:1][C:2]1([C:6]2[CH:7]=[N:8][CH:9]=[CH:10][C:11]=2[O:12][CH2:13][C:14]([F:17])([F:16])[F:15])[CH2:5][CH2:4][CH2:3]1.C1C=C(Cl)C=C(C(OO)=[O:26])C=1, predict the reaction product. The product is: [F:1][C:2]1([C:6]2[CH:7]=[N+:8]([O-:26])[CH:9]=[CH:10][C:11]=2[O:12][CH2:13][C:14]([F:15])([F:16])[F:17])[CH2:3][CH2:4][CH2:5]1. (2) Given the reactants [N+:1]([C:4]1[CH:11]=[CH:10][C:7]([CH:8]=O)=[CH:6][CH:5]=1)([O-:3])=[O:2].[NH2:12][CH2:13][CH2:14][CH2:15][CH2:16][C:17]([OH:19])=O.C([BH3-])#N.[Na+].Cl, predict the reaction product. The product is: [O:19]=[C:17]1[CH2:16][CH2:15][CH2:14][CH2:13][N:12]1[CH2:8][C:7]1[CH:10]=[CH:11][C:4]([N+:1]([O-:3])=[O:2])=[CH:5][CH:6]=1. (3) Given the reactants Br[C:2]1[CH:3]=[C:4]([CH:9]=[C:10]([C:12](=[O:20])[N:13]([CH2:17][CH2:18][CH3:19])[CH2:14][CH2:15][CH3:16])[CH:11]=1)[C:5]([O:7][CH3:8])=[O:6].[CH:21]([O:23]CCCC)=[CH2:22].C1C=CC(P(C2C=CC=CC=2)CCCP(C2C=CC=CC=2)C2C=CC=CC=2)=CC=1.C(=O)([O-])[O-].[K+].[K+].Cl, predict the reaction product. The product is: [C:21]([C:2]1[CH:3]=[C:4]([CH:9]=[C:10]([C:12](=[O:20])[N:13]([CH2:17][CH2:18][CH3:19])[CH2:14][CH2:15][CH3:16])[CH:11]=1)[C:5]([O:7][CH3:8])=[O:6])(=[O:23])[CH3:22].